The task is: Predict the reactants needed to synthesize the given product.. This data is from Full USPTO retrosynthesis dataset with 1.9M reactions from patents (1976-2016). (1) Given the product [N:50]1([CH2:56][CH2:57][O:58][C:59]2[C:68]3[C:63](=[CH:64][CH:65]=[CH:66][CH:67]=3)[C:62]([NH:69][C:8]([C:6]3[CH:5]=[C:4]([N:11]4[CH2:16][CH2:15][O:14][CH2:13][CH2:12]4)[N:3]=[C:2]([Cl:1])[N:7]=3)=[O:10])=[CH:61][CH:60]=2)[CH2:55][CH2:54][O:53][CH2:52][CH2:51]1, predict the reactants needed to synthesize it. The reactants are: [Cl:1][C:2]1[N:7]=[C:6]([C:8]([OH:10])=O)[CH:5]=[C:4]([N:11]2[CH2:16][CH2:15][O:14][CH2:13][CH2:12]2)[N:3]=1.CN(C(ON1N=NC2C=CC=CC1=2)=[N+](C)C)C.F[P-](F)(F)(F)(F)F.C(N(C(C)C)CC)(C)C.[N:50]1([CH2:56][CH2:57][O:58][C:59]2[C:68]3[C:63](=[CH:64][CH:65]=[CH:66][CH:67]=3)[C:62]([NH2:69])=[CH:61][CH:60]=2)[CH2:55][CH2:54][O:53][CH2:52][CH2:51]1. (2) Given the product [Br:25][C:26]1[CH:27]=[C:28]([C:29]([C:7]2[C:15]3[CH:14]=[N:13][CH:12]=[N:11][C:10]=3[N:9]([CH2:16][CH2:17][O:18][CH:19]3[CH2:24][CH2:23][CH2:22][CH2:21][O:20]3)[CH:8]=2)=[O:30])[CH:35]=[CH:36][N:37]=1, predict the reactants needed to synthesize it. The reactants are: C([Li])CCC.I[C:7]1[C:15]2[CH:14]=[N:13][CH:12]=[N:11][C:10]=2[N:9]([CH2:16][CH2:17][O:18][CH:19]2[CH2:24][CH2:23][CH2:22][CH2:21][O:20]2)[CH:8]=1.[Br:25][C:26]1[CH:27]=[C:28]([CH:35]=[CH:36][N:37]=1)[C:29](N(OC)C)=[O:30].[NH4+].[Cl-]. (3) Given the product [C:1]([C:5]1[CH:11]=[C:10]([CH:9]=[CH:8][C:6]=1[OH:7])[O:12][C:14]1[N:19]=[C:18]([CH3:20])[C:17]([CH:21]=[O:22])=[CH:16][CH:15]=1)([CH3:4])([CH3:2])[CH3:3], predict the reactants needed to synthesize it. The reactants are: [C:1]([C:5]1[CH:11]=[C:10]([OH:12])[CH:9]=[CH:8][C:6]=1[OH:7])([CH3:4])([CH3:3])[CH3:2].Br[C:14]1[N:19]=[C:18]([CH3:20])[C:17]([CH:21]=[O:22])=[CH:16][CH:15]=1.C([O-])([O-])=O.[K+].[K+].